The task is: Binary Classification. Given a drug SMILES string, predict its activity (active/inactive) in a high-throughput screening assay against a specified biological target.. This data is from KCNQ2 potassium channel screen with 302,405 compounds. The compound is O1c2c(C(c3ccc(cc3)C(OC)=O)C(=C1N)C#N)ccc(O)c2. The result is 0 (inactive).